This data is from Full USPTO retrosynthesis dataset with 1.9M reactions from patents (1976-2016). The task is: Predict the reactants needed to synthesize the given product. (1) Given the product [Cl:13][C:5]1[C:4]2[C:9](=[CH:10][CH:11]=[C:2]([NH:18][CH2:17][C:16]3[CH:19]=[CH:20][CH:21]=[C:22]([C:23]([F:24])([F:25])[F:26])[C:15]=3[Cl:14])[CH:3]=2)[C:8](=[O:12])[NH:7][N:6]=1, predict the reactants needed to synthesize it. The reactants are: Br[C:2]1[CH:3]=[C:4]2[C:9](=[CH:10][CH:11]=1)[C:8](=[O:12])[NH:7][N:6]=[C:5]2[Cl:13].[Cl:14][C:15]1[C:22]([C:23]([F:26])([F:25])[F:24])=[CH:21][CH:20]=[CH:19][C:16]=1[CH2:17][NH2:18].C1C=CC(P(C2C(C3C(P(C4C=CC=CC=4)C4C=CC=CC=4)=CC=C4C=3C=CC=C4)=C3C(C=CC=C3)=CC=2)C2C=CC=CC=2)=CC=1.CC([O-])(C)C.[Na+]. (2) Given the product [CH:21]1([N:16]2[CH2:15][C:14]3([CH2:24][CH2:25][N:11]([S:8]([C:5]4[CH:6]=[CH:7][C:2]([C:34]5[CH:43]=[C:42]6[C:37]([CH:38]=[CH:39][CH:40]=[N:41]6)=[CH:36][CH:35]=5)=[CH:3][CH:4]=4)(=[O:10])=[O:9])[CH2:12][CH2:13]3)[NH:19][CH2:18][C:17]2=[O:20])[CH2:23][CH2:22]1, predict the reactants needed to synthesize it. The reactants are: Br[C:2]1[CH:7]=[CH:6][C:5]([S:8]([N:11]2[CH2:25][CH2:24][C:14]3([NH:19][CH2:18][C:17](=[O:20])[N:16]([CH:21]4[CH2:23][CH2:22]4)[CH2:15]3)[CH2:13][CH2:12]2)(=[O:10])=[O:9])=[CH:4][CH:3]=1.CC1(C)C(C)(C)OB([C:34]2[CH:43]=[C:42]3[C:37]([CH:38]=[CH:39][CH:40]=[N:41]3)=[CH:36][CH:35]=2)O1.C(=O)([O-])[O-].[Cs+].[Cs+]. (3) The reactants are: [OH:1]/[N:2]=[C:3](/[O:5][CH2:6][CH3:7])\[CH3:4].C(N(CC)CC)C.[CH3:15][C:16]1[CH:21]=[C:20]([CH3:22])[CH:19]=[C:18]([CH3:23])[C:17]=1[S:24](Cl)(=[O:26])=[O:25]. Given the product [CH3:15][C:16]1[CH:21]=[C:20]([CH3:22])[CH:19]=[C:18]([CH3:23])[C:17]=1[S:24]([O:1]/[N:2]=[C:3](/[O:5][CH2:6][CH3:7])\[CH3:4])(=[O:25])=[O:26], predict the reactants needed to synthesize it. (4) Given the product [OH:22][CH2:21][C:20]([CH3:29])([C:23]1[CH:24]=[CH:25][CH:26]=[CH:27][CH:28]=1)[CH2:19][CH2:18][CH2:17][CH2:16][CH2:15][NH:14][C:2]([NH:1][CH2:4][CH2:5][CH2:6][CH2:7][C:8]1[CH:9]=[CH:10][CH:11]=[CH:12][CH:13]=1)=[O:3], predict the reactants needed to synthesize it. The reactants are: [N:1]([CH2:4][CH2:5][CH2:6][CH2:7][C:8]1[CH:13]=[CH:12][CH:11]=[CH:10][CH:9]=1)=[C:2]=[O:3].[NH2:14][CH2:15][CH2:16][CH2:17][CH2:18][CH2:19][C:20]([CH3:29])([C:23]1[CH:28]=[CH:27][CH:26]=[CH:25][CH:24]=1)[CH2:21][OH:22]. (5) The reactants are: Br[C:2]1[C:3](=[O:11])[N:4]([CH3:10])[C:5](=[O:9])[N:6]([CH3:8])[N:7]=1.[CH2:12]([NH:19][CH2:20][CH2:21][C:22]1[CH:36]=[CH:35][C:25]([O:26][C:27]([CH3:34])([CH3:33])[C:28]([O:30][CH2:31][CH3:32])=[O:29])=[CH:24][CH:23]=1)[CH2:13][CH2:14][CH2:15][CH2:16][CH2:17][CH3:18]. Given the product [CH3:8][N:6]1[C:5](=[O:9])[N:4]([CH3:10])[C:3](=[O:11])[C:2]([N:19]([CH2:12][CH2:13][CH2:14][CH2:15][CH2:16][CH2:17][CH3:18])[CH2:20][CH2:21][C:22]2[CH:36]=[CH:35][C:25]([O:26][C:27]([CH3:34])([CH3:33])[C:28]([O:30][CH2:31][CH3:32])=[O:29])=[CH:24][CH:23]=2)=[N:7]1, predict the reactants needed to synthesize it.